From a dataset of Reaction yield outcomes from USPTO patents with 853,638 reactions. Predict the reaction yield, written as a fraction of the theoretical maximum amount of product (1.0 means a 100% yield; for example, 0.34 means a 34% yield). (1) The reactants are [OH:1][C:2]1[N:6]([C:7]2[CH:12]=[C:11]([C:13]#[N:14])[CH:10]=[CH:9][N:8]=2)[N:5]=[CH:4][CH:3]=1.[Cl:15][C:16]1[CH:21]=[CH:20][C:19]([CH2:22]O)=[C:18]([O:24][CH2:25][C:26]([F:29])([F:28])[F:27])[CH:17]=1. No catalyst specified. The product is [Cl:15][C:16]1[CH:21]=[CH:20][C:19]([CH2:22][O:1][C:2]2[N:6]([C:7]3[CH:12]=[C:11]([C:13]#[N:14])[CH:10]=[CH:9][N:8]=3)[N:5]=[CH:4][CH:3]=2)=[C:18]([O:24][CH2:25][C:26]([F:27])([F:28])[F:29])[CH:17]=1. The yield is 0.810. (2) The reactants are [CH3:1][O:2][C:3]([C:5]1[C:13]([NH:14][C:15]2[CH:20]=[CH:19][C:18]([Br:21])=[CH:17][C:16]=2[Cl:22])=[C:12]([F:23])[C:8]2[N:9]=[CH:10][NH:11][C:7]=2[CH:6]=1)=[O:4].C([O-])([O-])=O.[K+].[K+].[CH:30]([S:32]([CH3:35])(=[O:34])=[O:33])=[CH2:31]. The catalyst is CN(C=O)C.C(OCC)(=O)C.O. The product is [CH3:1][O:2][C:3]([C:5]1[C:13]([NH:14][C:15]2[CH:20]=[CH:19][C:18]([Br:21])=[CH:17][C:16]=2[Cl:22])=[C:12]([F:23])[C:8]2[N:9]=[CH:10][N:11]([CH2:31][CH2:30][S:32]([CH3:35])(=[O:34])=[O:33])[C:7]=2[CH:6]=1)=[O:4]. The yield is 0.590. (3) The reactants are Br[C:2]1[CH:3]=[CH:4][C:5]2[N:6]([C:15]3[CH:20]=[CH:19][CH:18]=[CH:17][CH:16]=3)[C:7]3[C:12]([C:13]=2[CH:14]=1)=[CH:11][CH:10]=[CH:9][CH:8]=3.C(O[Na])(C)(C)C.C1(C)C(C)=CC=CC=1.[NH2:35][C:36]1[CH:41]=[CH:40][CH:39]=[CH:38][CH:37]=1. The catalyst is C1C=CC(/C=C/C(/C=C/C2C=CC=CC=2)=O)=CC=1.C1C=CC(/C=C/C(/C=C/C2C=CC=CC=2)=O)=CC=1.[Pd].[CH-]1C(P(C2C=CC=CC=2)C2C=CC=CC=2)=CC=C1.[CH-]1C(P(C2C=CC=CC=2)C2C=CC=CC=2)=CC=C1.[Fe+2].C1(C)C=CC=CC=1. The product is [C:36]1([NH:35][C:2]2[CH:3]=[CH:4][C:5]3[N:6]([C:15]4[CH:20]=[CH:19][CH:18]=[CH:17][CH:16]=4)[C:7]4[C:12]([C:13]=3[CH:14]=2)=[CH:11][CH:10]=[CH:9][CH:8]=4)[CH:41]=[CH:40][CH:39]=[CH:38][CH:37]=1. The yield is 0.750. (4) The reactants are [CH3:1][O:2][C:3]([C:5]1[CH:10]=[CH:9][C:8]([CH2:11][N:12]2[CH2:17][C@@H:16]3[CH2:18][C@H:13]2[CH2:14][N:15]3C(OC(C)(C)C)=O)=[CH:7][CH:6]=1)=[O:4].C([O-])([O-])=O.[K+].[K+]. The catalyst is Cl. The product is [C@H:13]12[CH2:18][C@H:16]([NH:15][CH2:14]1)[CH2:17][N:12]2[CH2:11][C:8]1[CH:9]=[CH:10][C:5]([C:3]([O:2][CH3:1])=[O:4])=[CH:6][CH:7]=1. The yield is 0.970. (5) The reactants are Br[C:2]1[CH:7]=[C:6]([C:8]2[C:9]([C:32]3[CH:37]=[CH:36][CH:35]=[C:34]([CH3:38])[N:33]=3)=[N:10][N:11]([C:13]([C:26]3[CH:31]=[CH:30][CH:29]=[CH:28][CH:27]=3)([C:20]3[CH:25]=[CH:24][CH:23]=[CH:22][CH:21]=3)[C:14]3[CH:19]=[CH:18][CH:17]=[CH:16][CH:15]=3)[CH:12]=2)[CH:5]=[CH:4][N:3]=1.CC1(C)C(C)(C)OB([C:47]2[CH:53]=[CH:52][C:50]([NH2:51])=[CH:49][CH:48]=2)O1. No catalyst specified. The product is [CH3:38][C:34]1[N:33]=[C:32]([C:9]2[C:8]([C:6]3[CH:5]=[CH:4][N:3]=[C:2]([C:47]4[CH:53]=[CH:52][C:50]([NH2:51])=[CH:49][CH:48]=4)[CH:7]=3)=[CH:12][N:11]([C:13]([C:26]3[CH:31]=[CH:30][CH:29]=[CH:28][CH:27]=3)([C:20]3[CH:25]=[CH:24][CH:23]=[CH:22][CH:21]=3)[C:14]3[CH:19]=[CH:18][CH:17]=[CH:16][CH:15]=3)[N:10]=2)[CH:37]=[CH:36][CH:35]=1. The yield is 0.980. (6) The reactants are [OH-].[Li+].[Br:3][C:4]1[CH:5]=[C:6]([CH:20]=[CH:21][CH:22]=1)[O:7][C@H:8]([C:10]1[CH:19]=[CH:18][C:13]([C:14]([O:16]C)=[O:15])=[CH:12][CH:11]=1)[CH3:9]. The catalyst is CO.O. The product is [Br:3][C:4]1[CH:5]=[C:6]([CH:20]=[CH:21][CH:22]=1)[O:7][C@H:8]([C:10]1[CH:19]=[CH:18][C:13]([C:14]([OH:16])=[O:15])=[CH:12][CH:11]=1)[CH3:9]. The yield is 0.980. (7) The reactants are [O:1]=[C:2]1[C:7]2[NH:8][C:9]3[CH:10]=[CH:11][CH:12]=[CH:13][C:14]=3[C:6]=2[N:5]=[C:4]([S:15][CH2:16][C:17](O)=[O:18])[N:3]1[C:20]1[CH:25]=[CH:24][CH:23]=[CH:22][CH:21]=1.[CH3:26][CH:27]([CH2:31][CH3:32])[CH2:28][CH2:29][NH2:30].C(N(CC)CC)C.CN(C(ON1N=NC2C=CC=NC1=2)=[N+](C)C)C.F[P-](F)(F)(F)(F)F. No catalyst specified. The product is [CH3:26][CH:27]([CH2:31][CH3:32])[CH2:28][CH2:29][NH:30][C:17](=[O:18])[CH2:16][S:15][C:4]1[N:3]([C:20]2[CH:25]=[CH:24][CH:23]=[CH:22][CH:21]=2)[C:2](=[O:1])[C:7]2[NH:8][C:9]3[CH:10]=[CH:11][CH:12]=[CH:13][C:14]=3[C:6]=2[N:5]=1. The yield is 0.550.